This data is from Reaction yield outcomes from USPTO patents with 853,638 reactions. The task is: Predict the reaction yield, written as a fraction of the theoretical maximum amount of product (1.0 means a 100% yield; for example, 0.34 means a 34% yield). (1) The yield is 0.250. The catalyst is C(#N)C. The reactants are [Cl:1][C:2]1[N:7]=[C:6]([CH2:8][N:9]2[C:14]([C:15]([C:17]3[CH:18]=[C:19]([CH:22]=[C:23]([CH3:25])[CH:24]=3)[C:20]#[N:21])=[O:16])=[C:13]([CH:26]([CH3:28])[CH3:27])[C:12](=[O:29])[NH:11][C:10]2=[O:30])[CH:5]=[C:4]([Cl:31])[N:3]=1.[CH3:32][O:33][C:34]1[CH:41]=[CH:40][C:37]([CH2:38][NH2:39])=[CH:36][CH:35]=1. The product is [Cl:1][C:2]1[N:7]=[C:6]([CH2:8][N:9]2[C:14]([C:15]([C:17]3[CH:18]=[C:19]([CH:22]=[C:23]([CH3:25])[CH:24]=3)[C:20]#[N:21])=[O:16])=[C:13]([CH:26]([CH3:27])[CH3:28])[C:12](=[O:29])[NH:11][C:10]2=[O:30])[CH:5]=[C:4]([NH:39][CH2:38][C:37]2[CH:40]=[CH:41][C:34]([O:33][CH3:32])=[CH:35][CH:36]=2)[N:3]=1.[Cl:31][C:4]1[N:3]=[C:2]([NH:39][CH2:38][C:37]2[CH:40]=[CH:41][C:34]([O:33][CH3:32])=[CH:35][CH:36]=2)[N:7]=[C:6]([CH2:8][N:9]2[C:14]([C:15]([C:17]3[CH:18]=[C:19]([CH:22]=[C:23]([CH3:25])[CH:24]=3)[C:20]#[N:21])=[O:16])=[C:13]([CH:26]([CH3:27])[CH3:28])[C:12](=[O:29])[NH:11][C:10]2=[O:30])[CH:5]=1. (2) The reactants are Cl.[N:2]1[C:11]2[C:6](=[CH:7][CH:8]=[CH:9][CH:10]=2)[C:5](O)=[CH:4][N:3]=1.[CH2:13](Cl)[C:14]1[CH:19]=[CH:18][CH:17]=[CH:16][CH:15]=1.[H-].[Na+].[CH3:23][CH2:24][CH2:25][CH2:23][CH2:24][CH2:25]C.CC[O:32]C(C)=[O:32].C[N:37]([CH:39]=[O:40])C. No catalyst specified. The product is [C:14]1([CH2:13][N:2]2[C:11]3[CH:10]=[CH:9][CH:8]=[CH:7][C:6]=3[CH:5]3[CH2:4][N:3]2[C:39](=[O:40])[N:37]3[O:32][CH2:25][CH:24]=[CH2:23])[CH:19]=[CH:18][CH:17]=[CH:16][CH:15]=1. The yield is 0.230.